This data is from Experimentally validated miRNA-target interactions with 360,000+ pairs, plus equal number of negative samples. The task is: Binary Classification. Given a miRNA mature sequence and a target amino acid sequence, predict their likelihood of interaction. The miRNA is hsa-miR-765 with sequence UGGAGGAGAAGGAAGGUGAUG. The protein sequence of the target gene is MALSRVCWARSAVWGSAVTPGHFVTRRLQLGRSGLAWGAPRSSKLHLSPKADVKNLMSYVVTKTKAINGKYHRFLGRHFPRFYVLYTIFMKGLQMLWADAKKARRIKTNMWKHNIKFHQLPYREMEHLRQFRQDVTKCLFLGIISIPPFANYLVFLLMYLFPRQLLIRHFWTPKQQTDFLDIYHAFRKQSHPEIISYLEKVIPLISDAGLRWRLTDLCTKIQRGTHPAIHDILALRECFSNHPLGMNQLQALHVKALSRAMLLTSYLPPPLLRHRLKTHTTVIHQLDKALAKLGIGQLTA.... Result: 1 (interaction).